From a dataset of Reaction yield outcomes from USPTO patents with 853,638 reactions. Predict the reaction yield, written as a fraction of the theoretical maximum amount of product (1.0 means a 100% yield; for example, 0.34 means a 34% yield). (1) The yield is 0.520. The reactants are [Cl:1][C:2]1[CH:3]=[C:4]([N:10]2[C@@H:18]([CH:19]3[CH2:23][CH2:22][CH2:21][CH2:20]3)[C@@H:17]3[C:12]([C:13]4[CH:27]=[CH:26][C:25]([C:28]([OH:30])=O)=[CH:24][C:14]=4[CH2:15][CH2:16]3)=[N:11]2)[CH:5]=[CH:6][C:7]=1[C:8]#[N:9].ON1C2C=CC=CC=2N=N1.C(N(CC)CC)C.F[B-](F)(F)F.N1(OC(N(C)C)=[N+](C)C)C2C=CC=CC=2N=N1.[CH3:70][S:71]([CH2:74][CH2:75][NH2:76])(=[O:73])=[O:72]. The product is [Cl:1][C:2]1[CH:3]=[C:4]([N:10]2[C@@H:18]([CH:19]3[CH2:23][CH2:22][CH2:21][CH2:20]3)[C@@H:17]3[C:12]([C:13]4[CH:27]=[CH:26][C:25]([C:28]([NH:76][CH2:75][CH2:74][S:71]([CH3:70])(=[O:73])=[O:72])=[O:30])=[CH:24][C:14]=4[CH2:15][CH2:16]3)=[N:11]2)[CH:5]=[CH:6][C:7]=1[C:8]#[N:9]. The catalyst is CN(C)C=O.C(#N)C.O. (2) The reactants are C([O:5][N:6]=[C:7]([C:9]1[N:10]=[CH:11][C:12]([NH:15][C:16](=[O:34])[C@@H:17]([C:24]2[CH:29]=[CH:28][C:27]([S:30]([CH3:33])(=[O:32])=[O:31])=[CH:26][CH:25]=2)[CH2:18][CH:19]2[CH2:23][CH2:22][CH2:21][CH2:20]2)=[N:13][CH:14]=1)[CH3:8])(C)(C)C. The catalyst is C(Cl)Cl.[Ti](Cl)(Cl)(Cl)Cl. The product is [CH:19]1([CH2:18][C@H:17]([C:24]2[CH:29]=[CH:28][C:27]([S:30]([CH3:33])(=[O:31])=[O:32])=[CH:26][CH:25]=2)[C:16]([NH:15][C:12]2[CH:11]=[N:10][C:9]([C:7](=[N:6][OH:5])[CH3:8])=[CH:14][N:13]=2)=[O:34])[CH2:20][CH2:21][CH2:22][CH2:23]1. The yield is 0.910.